This data is from Full USPTO retrosynthesis dataset with 1.9M reactions from patents (1976-2016). The task is: Predict the reactants needed to synthesize the given product. (1) Given the product [NH2:24][C:20]1[CH:19]=[C:18]([C@H:11]([N:12]2[CH2:17][CH2:16][N:15]([CH2:33][C:32]3[CH:35]=[CH:36][CH:37]=[CH:38][C:31]=3[F:30])[CH2:14][CH2:13]2)[C:8]2[CH:9]=[CH:10][C:5]([C:4]([N:3]([CH2:28][CH3:29])[CH2:1][CH3:2])=[O:27])=[CH:6][CH:7]=2)[CH:23]=[CH:22][CH:21]=1, predict the reactants needed to synthesize it. The reactants are: [CH2:1]([N:3]([CH2:28][CH3:29])[C:4](=[O:27])[C:5]1[CH:10]=[CH:9][C:8]([C@H:11]([C:18]2[CH:23]=[CH:22][CH:21]=[C:20]([N+:24]([O-])=O)[CH:19]=2)[N:12]2[CH2:17][CH2:16][NH:15][CH2:14][CH2:13]2)=[CH:7][CH:6]=1)[CH3:2].[F:30][C:31]1[CH:38]=[CH:37][CH:36]=[CH:35][C:32]=1[CH:33]=O.C(O[BH-](OC(=O)C)OC(=O)C)(=O)C.[Na+].C(O)(C(F)(F)F)=O. (2) Given the product [CH3:1][O:2][C:3]1[CH:10]=[CH:9][C:6]([CH2:7][C:13]2[N:14]=[C:15]([NH2:16])[S:11][N:12]=2)=[CH:5][CH:4]=1, predict the reactants needed to synthesize it. The reactants are: [CH3:1][O:2][C:3]1[CH:10]=[CH:9][C:6]([CH:7]=O)=[CH:5][CH:4]=1.[S:11]1[C:15]([NH2:16])=[N:14][CH:13]=[N:12]1.C(O[BH-](OC(=O)C)OC(=O)C)(=O)C.[Na+]. (3) Given the product [NH2:10][C:11]1[N:12]=[C:13]([C:27]2[CH:32]=[CH:31][C:30]([F:33])=[CH:29][CH:28]=2)[C:14]2[C:23](=[O:24])[C:22]3[C:17](=[C:18]([OH:25])[CH:19]=[CH:20][CH:21]=3)[C:15]=2[N:16]=1, predict the reactants needed to synthesize it. The reactants are: [Li+].[Cl-].CN1C(=O)CCC1.[NH2:10][C:11]1[N:12]=[C:13]([C:27]2[CH:32]=[CH:31][C:30]([F:33])=[CH:29][CH:28]=2)[C:14]2[C:23](=[O:24])[C:22]3[C:17](=[C:18]([O:25]C)[CH:19]=[CH:20][CH:21]=3)[C:15]=2[N:16]=1.O. (4) Given the product [O:3]=[C:1]1[C:14]2[CH:13]=[CH:12][CH:11]=[C:7]([C:8]([OH:10])=[O:9])[C:6]=2[CH2:5][CH2:4]1, predict the reactants needed to synthesize it. The reactants are: [C:1]([CH2:4][CH2:5][C:6]1[CH:14]=[CH:13][CH:12]=[CH:11][C:7]=1[C:8]([OH:10])=[O:9])([OH:3])=O.[Cl-].[Na+].[Cl-].[Al+3].[Cl-].[Cl-].Cl. (5) Given the product [Cl:1][C:2]1[CH:10]=[CH:9][C:5]([C:6]2[Se:7][C:12]([CH:13]=[O:14])=[CH:15][N:8]=2)=[CH:4][CH:3]=1, predict the reactants needed to synthesize it. The reactants are: [Cl:1][C:2]1[CH:10]=[CH:9][C:5]([C:6]([NH2:8])=[Se:7])=[CH:4][CH:3]=1.Cl[CH:12]([CH:15]=O)[CH:13]=[O:14].C(=O)([O-])[O-].[Mg+2]. (6) Given the product [Cl:1][C:2]1[N:7]=[C:6]([C:12]2[C:13]3[C:18](=[CH:17][CH:16]=[CH:15][CH:14]=3)[N:10]([CH3:9])[CH:11]=2)[CH:5]=[CH:4][N:3]=1, predict the reactants needed to synthesize it. The reactants are: [Cl:1][C:2]1[N:7]=[C:6](Cl)[CH:5]=[CH:4][N:3]=1.[CH3:9][N:10]1[C:18]2[C:13](=[CH:14][CH:15]=[CH:16][CH:17]=2)[CH:12]=[CH:11]1. (7) Given the product [Cl:1][C:2]1[CH:11]=[C:6]([CH2:7][OH:8])[C:5]([O:12][CH3:13])=[CH:4][C:3]=1[OH:14], predict the reactants needed to synthesize it. The reactants are: [Cl:1][C:2]1[C:3]([OH:14])=[CH:4][C:5]([O:12][CH3:13])=[C:6]([CH:11]=1)[C:7](OC)=[O:8].